This data is from Forward reaction prediction with 1.9M reactions from USPTO patents (1976-2016). The task is: Predict the product of the given reaction. (1) Given the reactants [O:1]=[C:2]1[CH2:7][NH:6][C:5]2[CH:8]=[C:9]([CH:12]=[C:13]3[CH2:18][CH2:17][CH2:16][N:15]([C:19]([O:21][C:22]([CH3:25])([CH3:24])[CH3:23])=[O:20])[CH2:14]3)[CH:10]=[CH:11][C:4]=2[O:3]1, predict the reaction product. The product is: [O:1]=[C:2]1[CH2:7][NH:6][C:5]2[CH:8]=[C:9]([CH2:12][CH:13]3[CH2:18][CH2:17][CH2:16][N:15]([C:19]([O:21][C:22]([CH3:25])([CH3:24])[CH3:23])=[O:20])[CH2:14]3)[CH:10]=[CH:11][C:4]=2[O:3]1. (2) The product is: [CH2:1]([C:5]1[C:9]([CH2:10][O:11][C:12]2[CH:20]=[CH:19][C:15]([C:16]([NH:28][C@@H:23]([CH3:22])[C:24]([F:27])([F:26])[F:25])=[O:18])=[CH:14][N:13]=2)=[C:8]([CH3:21])[O:7][N:6]=1)[CH2:2][CH2:3][CH3:4]. Given the reactants [CH2:1]([C:5]1[C:9]([CH2:10][O:11][C:12]2[CH:20]=[CH:19][C:15]([C:16]([OH:18])=O)=[CH:14][N:13]=2)=[C:8]([CH3:21])[O:7][N:6]=1)[CH2:2][CH2:3][CH3:4].[CH3:22][CH:23]([NH2:28])[C:24]([F:27])([F:26])[F:25], predict the reaction product.